This data is from Reaction yield outcomes from USPTO patents with 853,638 reactions. The task is: Predict the reaction yield, written as a fraction of the theoretical maximum amount of product (1.0 means a 100% yield; for example, 0.34 means a 34% yield). (1) The yield is 0.620. The reactants are [I:1][C:2]1[N:3]=[C:4]([C@@H:8]2[CH2:13][C@@H:12]3[C@@H:10]([CH2:11]3)[N:9]2[C:14]([O:16][C:17]([CH3:20])([CH3:19])[CH3:18])=[O:15])[NH:5][C:6]=1I.S([O-])([O-])=O.[Na+].[Na+]. The catalyst is CCO.O. The product is [I:1][C:2]1[N:3]=[C:4]([C@@H:8]2[CH2:13][C@@H:12]3[C@@H:10]([CH2:11]3)[N:9]2[C:14]([O:16][C:17]([CH3:20])([CH3:19])[CH3:18])=[O:15])[NH:5][CH:6]=1.[NH:3]1[CH:2]=[CH:6][N:5]=[C:4]1[C@@H:8]1[CH2:13][C@@H:12]2[C@@H:10]([CH2:11]2)[N:9]1[C:14]([O:16][C:17]([CH3:20])([CH3:19])[CH3:18])=[O:15]. (2) The reactants are [N:1]1([CH2:7][CH2:8][O:9][C:10]2[CH:15]=[C:14]([C:16]3[CH:21]=[CH:20][CH:19]=[CH:18][CH:17]=3)[N:13]=[C:12]([C:22]([OH:24])=O)[CH:11]=2)[CH2:6][CH2:5][O:4][CH2:3][CH2:2]1.[Li+].[Cl-:26].[N:27]1[C:35]2[C:30](=[N:31][CH:32]=[CH:33][CH:34]=2)[S:29][C:28]=1[C:36]1[CH:41]=[CH:40][CH:39]=[CH:38][C:37]=1[NH2:42].CN(C(ON1N=NC2C=CC=NC1=2)=[N+](C)C)C.F[P-](F)(F)(F)(F)F.CCN(C(C)C)C(C)C. The catalyst is CN(C=O)C.O. The product is [ClH:26].[N:27]1[C:35]2[C:30](=[N:31][CH:32]=[CH:33][CH:34]=2)[S:29][C:28]=1[C:36]1[CH:41]=[CH:40][CH:39]=[CH:38][C:37]=1[NH:42][C:22]([C:12]1[CH:11]=[C:10]([O:9][CH2:8][CH2:7][N:1]2[CH2:6][CH2:5][O:4][CH2:3][CH2:2]2)[CH:15]=[C:14]([C:16]2[CH:21]=[CH:20][CH:19]=[CH:18][CH:17]=2)[N:13]=1)=[O:24]. The yield is 0.740.